Dataset: Catalyst prediction with 721,799 reactions and 888 catalyst types from USPTO. Task: Predict which catalyst facilitates the given reaction. (1) Reactant: [Cl:1][C:2]1[CH:3]=[C:4]2[C:8](=[C:9]([C:11]([OH:13])=O)[CH:10]=1)[NH:7][CH:6]=[CH:5]2.CN(C(ON1N=NC2C=CC=CC1=2)=[N+](C)C)C.[B-](F)(F)(F)F.C(N(CC)C(C)C)(C)C.[C:45]([C:49]1[CH:66]=[CH:65][C:52]([CH2:53][NH:54][CH2:55][CH:56]([C:58]2[CH:63]=[CH:62][C:61]([F:64])=[CH:60][CH:59]=2)[OH:57])=[CH:51][CH:50]=1)([CH3:48])([CH3:47])[CH3:46]. Product: [C:45]([C:49]1[CH:66]=[CH:65][C:52]([CH2:53][N:54]([CH2:55][CH:56]([C:58]2[CH:59]=[CH:60][C:61]([F:64])=[CH:62][CH:63]=2)[OH:57])[C:11]([C:9]2[CH:10]=[C:2]([Cl:1])[CH:3]=[C:4]3[C:8]=2[NH:7][CH:6]=[CH:5]3)=[O:13])=[CH:51][CH:50]=1)([CH3:48])([CH3:46])[CH3:47]. The catalyst class is: 18. (2) Reactant: [C:1](Cl)(=[O:5])[C:2](Cl)=O.CS(C)=O.[C:11]([N:28](C(O)C)[CH2:29][CH2:30][CH2:31][CH2:32][CH2:33][CH2:34][CH2:35][CH2:36][CH2:37][CH3:38])([O:13][CH2:14][CH:15]1[C:27]2[C:22](=[CH:23][CH:24]=[CH:25][CH:26]=2)[C:21]2[C:16]1=[CH:17][CH:18]=[CH:19][CH:20]=2)=[O:12].C(N(CC)CC)C. Product: [C:11]([N:28]([CH2:2][CH:1]=[O:5])[CH2:29][CH2:30][CH2:31][CH2:32][CH2:33][CH2:34][CH2:35][CH2:36][CH2:37][CH3:38])([O:13][CH2:14][CH:15]1[C:27]2[C:22](=[CH:23][CH:24]=[CH:25][CH:26]=2)[C:21]2[C:16]1=[CH:17][CH:18]=[CH:19][CH:20]=2)=[O:12]. The catalyst class is: 2.